This data is from Reaction yield outcomes from USPTO patents with 853,638 reactions. The task is: Predict the reaction yield, written as a fraction of the theoretical maximum amount of product (1.0 means a 100% yield; for example, 0.34 means a 34% yield). (1) The reactants are I[C:2]1[C:10]2[C:5](=[CH:6][C:7]([CH:11]=[O:12])=[CH:8][CH:9]=2)[NH:4][N:3]=1.[Cu](C#N)[C:14]#[N:15].O. The catalyst is CN(C=O)C. The product is [CH:11]([C:7]1[CH:6]=[C:5]2[C:10]([C:2]([C:14]#[N:15])=[N:3][NH:4]2)=[CH:9][CH:8]=1)=[O:12]. The yield is 0.730. (2) The reactants are [C:1]1([S:7][C:8]2[CH:17]=[C:16]3[C:11]([CH2:12][CH2:13][CH2:14][C:15]3=[O:18])=[CH:10][CH:9]=2)[CH:6]=[CH:5][CH:4]=[CH:3][CH:2]=1.[OH:19]OS([O-])=O.[K+].[OH2:25]. The catalyst is CO. The product is [C:1]1([S:7]([C:8]2[CH:17]=[C:16]3[C:11]([CH2:12][CH2:13][CH2:14][C:15]3=[O:18])=[CH:10][CH:9]=2)(=[O:19])=[O:25])[CH:6]=[CH:5][CH:4]=[CH:3][CH:2]=1. The yield is 0.590. (3) The reactants are [NH2:1][C:2]([C:4]1[CH:5]=[CH:6][C:7]([O:10][CH2:11][CH2:12][CH2:13][O:14][C:15]2[CH:16]=[C:17]3[C:21](=[CH:22][CH:23]=2)[N:20]([CH:24]([CH3:29])[C:25]([O:27][CH3:28])=[O:26])[CH:19]=[CH:18]3)=[N:8][CH:9]=1)=[S:3].Br[CH2:31][C:32](=O)[CH2:33][CH3:34]. The catalyst is C(O)C. The product is [CH2:33]([C:32]1[N:1]=[C:2]([C:4]2[CH:5]=[CH:6][C:7]([O:10][CH2:11][CH2:12][CH2:13][O:14][C:15]3[CH:16]=[C:17]4[C:21](=[CH:22][CH:23]=3)[N:20]([CH:24]([CH3:29])[C:25]([O:27][CH3:28])=[O:26])[CH:19]=[CH:18]4)=[N:8][CH:9]=2)[S:3][CH:31]=1)[CH3:34]. The yield is 0.980. (4) The reactants are [Br:1][C:2]1[CH:7]=[CH:6][CH:5]=[C:4]([C:8]([OH:10])=O)[N:3]=1.C(Cl)(=O)C(Cl)=O.CCN(C(C)C)C(C)C.[NH2:26][C:27]1[CH:32]=[CH:31][N:30]=[CH:29][CH:28]=1. The catalyst is C(Cl)Cl.CN(C=O)C. The product is [Br:1][C:2]1[N:3]=[C:4]([C:8]([NH:26][C:27]2[CH:32]=[CH:31][N:30]=[CH:29][CH:28]=2)=[O:10])[CH:5]=[CH:6][CH:7]=1. The yield is 0.730. (5) The reactants are [Cl:1][C:2]1[CH:14]=[CH:13][C:5]([C:6]([N:8]=[CH:9]N(C)C)=[O:7])=[C:4]([CH3:15])[CH:3]=1.CC(C)([O-])C.[Na+].O1CCCC1.Cl. The catalyst is O. The product is [Cl:1][C:2]1[CH:3]=[C:4]2[C:5](=[CH:13][CH:14]=1)[C:6]([OH:7])=[N:8][CH:9]=[CH:15]2. The yield is 0.716.